This data is from Peptide-MHC class II binding affinity with 134,281 pairs from IEDB. The task is: Regression. Given a peptide amino acid sequence and an MHC pseudo amino acid sequence, predict their binding affinity value. This is MHC class II binding data. (1) The peptide sequence is MSWQTYVDEHLMCEI. The MHC is HLA-DPA10103-DPB10402 with pseudo-sequence HLA-DPA10103-DPB10402. The binding affinity (normalized) is 0.462. (2) The peptide sequence is GNQNFLTVFDSTSCN. The MHC is DRB1_0301 with pseudo-sequence DRB1_0301. The binding affinity (normalized) is 0.288. (3) The peptide sequence is GELQIVDKIDAAEKI. The MHC is DRB3_0202 with pseudo-sequence DRB3_0202. The binding affinity (normalized) is 0.127. (4) The peptide sequence is SLLNNQFGTMPSLTM. The MHC is DRB1_1302 with pseudo-sequence DRB1_1302. The binding affinity (normalized) is 0.161.